From a dataset of Reaction yield outcomes from USPTO patents with 853,638 reactions. Predict the reaction yield, written as a fraction of the theoretical maximum amount of product (1.0 means a 100% yield; for example, 0.34 means a 34% yield). The reactants are [NH2:1][C:2]1[CH:10]=[CH:9][CH:8]=[C:7]2[C:3]=1[CH2:4][O:5][C:6]2=[O:11].[CH:12](=O)[C:13]1[CH:18]=[CH:17][CH:16]=[CH:15][CH:14]=1.[CH3:20][O-:21].[Na+].CO.[C:25]([O:29][CH2:30][CH3:31])(=[O:28])[CH2:26][CH3:27]. No catalyst specified. The product is [O:29]=[C:25]1[C:3]2[C:7]([C:6]([O:5][CH3:4])=[O:11])=[CH:8][CH:9]=[CH:10][C:2]=2[NH:1][CH:12]([C:13]2[CH:18]=[CH:17][CH:16]=[CH:15][CH:14]=2)[CH:26]1[C:27]1[CH:9]=[CH:10][CH:2]=[CH:3][CH:4]=1.[O:21]=[C:20]1[C:10]2[C:26]([C:25]([O:29][CH2:30][CH3:31])=[O:28])=[CH:27][CH:4]=[CH:3][C:2]=2[NH:1][CH:12]([C:13]2[CH:18]=[CH:17][CH:16]=[CH:15][CH:14]=2)[CH:4]1[C:3]1[CH:2]=[CH:10][CH:9]=[CH:8][CH:7]=1. The yield is 0.270.